Task: Predict the reactants needed to synthesize the given product.. Dataset: Full USPTO retrosynthesis dataset with 1.9M reactions from patents (1976-2016) (1) Given the product [NH:29]1[C:37]2[C:32](=[CH:33][CH:34]=[CH:35][CH:36]=2)[C:31](/[CH:38]=[C:8]2\[O:9][C:5]3[C:4]([C:13]#[C:14][CH2:15][N:16]4[CH2:17][CH2:18][N:19]([C:22]([O:24][C:25]([CH3:28])([CH3:27])[CH3:26])=[O:23])[CH2:20][CH2:21]4)=[C:3]([O:2][CH3:1])[CH:12]=[CH:11][C:6]=3[C:7]\2=[O:10])=[N:30]1, predict the reactants needed to synthesize it. The reactants are: [CH3:1][O:2][C:3]1[CH:12]=[CH:11][C:6]2[C:7](=[O:10])[CH2:8][O:9][C:5]=2[C:4]=1[C:13]#[C:14][CH2:15][N:16]1[CH2:21][CH2:20][N:19]([C:22]([O:24][C:25]([CH3:28])([CH3:27])[CH3:26])=[O:23])[CH2:18][CH2:17]1.[NH:29]1[C:37]2[C:32](=[CH:33][CH:34]=[CH:35][CH:36]=2)[C:31]([CH:38]=O)=[N:30]1.N1CCCCC1. (2) Given the product [CH2:1]([NH:8][C:9](=[S:29])[CH2:10][CH2:11][CH2:12][C:13]1[CH:18]=[CH:17][CH:16]=[CH:15][CH:14]=1)[C:2]1[CH:7]=[CH:6][CH:5]=[CH:4][CH:3]=1, predict the reactants needed to synthesize it. The reactants are: [CH2:1]([NH:8][C:9](=O)[CH2:10][CH2:11][CH2:12][C:13]1[CH:18]=[CH:17][CH:16]=[CH:15][CH:14]=1)[C:2]1[CH:7]=[CH:6][CH:5]=[CH:4][CH:3]=1.COC1C=CC(P2(SP(C3C=CC(OC)=CC=3)(=S)S2)=[S:29])=CC=1. (3) Given the product [CH3:21][C:10]([C:7]1[CH:8]=[CH:9][C:4]([N+:1]([O-:3])=[O:2])=[CH:5][CH:6]=1)([C:15]([O:17][CH3:18])=[O:16])[C:11]([O:13][CH3:14])=[O:12], predict the reactants needed to synthesize it. The reactants are: [N+:1]([C:4]1[CH:9]=[CH:8][C:7]([CH:10]([C:15]([O:17][CH3:18])=[O:16])[C:11]([O:13][CH3:14])=[O:12])=[CH:6][CH:5]=1)([O-:3])=[O:2].[H-].[Na+].[CH3:21]I.O. (4) Given the product [Br-:27].[F:26][C:22]1[CH:21]=[C:20]([CH:12]([C:13]2[CH:18]=[CH:17][CH:16]=[C:15]([F:19])[CH:14]=2)[O:11][C:9]([CH:3]2[CH:4]3[CH2:5][CH2:6][N+:1]([CH2:28][C:29]([C:31]4[CH:36]=[CH:35][CH:34]=[CH:33][C:32]=4[F:37])=[O:30])([CH2:8][CH2:7]3)[CH2:2]2)=[O:10])[CH:25]=[CH:24][CH:23]=1, predict the reactants needed to synthesize it. The reactants are: [N:1]12[CH2:8][CH2:7][CH:4]([CH2:5][CH2:6]1)[CH:3]([C:9]([O:11][CH:12]([C:20]1[CH:25]=[CH:24][CH:23]=[C:22]([F:26])[CH:21]=1)[C:13]1[CH:18]=[CH:17][CH:16]=[C:15]([F:19])[CH:14]=1)=[O:10])[CH2:2]2.[Br:27][CH2:28][C:29]([C:31]1[CH:36]=[CH:35][CH:34]=[CH:33][C:32]=1[F:37])=[O:30]. (5) Given the product [ClH:22].[C:1]([C:5]1[CH:10]=[CH:9][C:8]([C:11]2[N:12]([C:30]([N:39]3[CH2:38][CH2:37][N:36]([CH2:42][CH2:43][C:44]([OH:46])=[O:45])[CH2:41][CH2:40]3)=[O:31])[C@H:13]([C:23]3[CH:24]=[CH:25][C:26]([Cl:29])=[CH:27][CH:28]=3)[C@H:14]([C:16]3[CH:21]=[CH:20][C:19]([Cl:22])=[CH:18][CH:17]=3)[N:15]=2)=[C:7]([O:33][CH2:34][CH3:35])[CH:6]=1)([CH3:4])([CH3:2])[CH3:3], predict the reactants needed to synthesize it. The reactants are: [C:1]([C:5]1[CH:10]=[CH:9][C:8]([C:11]2[N:12]([C:30](Cl)=[O:31])[CH:13]([C:23]3[CH:28]=[CH:27][C:26]([Cl:29])=[CH:25][CH:24]=3)[CH:14]([C:16]3[CH:21]=[CH:20][C:19]([Cl:22])=[CH:18][CH:17]=3)[N:15]=2)=[C:7]([O:33][CH2:34][CH3:35])[CH:6]=1)([CH3:4])([CH3:3])[CH3:2].[N:36]1([CH2:42][CH2:43][C:44]([OH:46])=[O:45])[CH2:41][CH2:40][NH:39][CH2:38][CH2:37]1. (6) Given the product [C:22]([NH:21][C:17]1[CH:16]=[C:15]([C:2]2[S:3][C:4]([C:8]([O:10][CH2:11][CH3:12])=[O:9])=[C:5]([Br:7])[N:6]=2)[CH:20]=[CH:19][N:18]=1)(=[O:24])[CH3:23], predict the reactants needed to synthesize it. The reactants are: Br[C:2]1[S:3][C:4]([C:8]([O:10][CH2:11][CH3:12])=[O:9])=[C:5]([Br:7])[N:6]=1.C[Sn](C)(C)[C:15]1[CH:20]=[CH:19][N:18]=[C:17]([NH:21][C:22](=[O:24])[CH3:23])[CH:16]=1.[Cl-].[Li+]. (7) Given the product [OH:22][C:21]1[C:20]2[C:46]([C:45]([O:49][CH2:50][CH3:51])=[O:48])=[CH:47][CH:26]=[CH:27][C:19]=2[N:8]([CH2:7][C:6]2[CH:29]=[CH:30][C:3]([O:2][CH3:1])=[CH:4][CH:5]=2)[C:9](=[O:18])[C:10]=1[C:11]1[CH:16]=[CH:15][CH:14]=[CH:13][CH:12]=1, predict the reactants needed to synthesize it. The reactants are: [CH3:1][O:2][C:3]1[CH:30]=[CH:29][C:6]([CH2:7][N:8]([C:19]2[CH:27]=[CH:26]C=C3[C:20]=2[CH2:21][O:22]C3=O)[C:9](=[O:18])[C:10](=O)[C:11]2[CH:16]=[CH:15][CH:14]=[CH:13][CH:12]=2)=[CH:5][CH:4]=1.[O-]S([O-])(=O)=O.[Na+].[Na+].[O-]CC.[Na+].C(O)C.[C:45]([O:49][CH2:50][CH3:51])(=[O:48])[CH2:46][CH3:47].